This data is from Reaction yield outcomes from USPTO patents with 853,638 reactions. The task is: Predict the reaction yield, written as a fraction of the theoretical maximum amount of product (1.0 means a 100% yield; for example, 0.34 means a 34% yield). (1) The reactants are [Br:1][C:2]1[N:6]2[C:7](Br)=[CH:8][N:9]=[CH:10][C:5]2=[N:4][CH:3]=1.[CH3:12][NH2:13].O1CCCC1. The catalyst is C(Cl)Cl.O. The product is [Br:1][C:2]1[N:6]2[CH:7]=[CH:8][N:9]=[C:10]([NH:13][CH3:12])[C:5]2=[N:4][CH:3]=1. The yield is 0.500. (2) The reactants are C1(S([CH2:9][C:10]2[CH:11]=[CH:12][N:13]3[C:18]=2[C:17]([NH:19][C:20]2[CH:21]=[C:22]4[C:26](=[CH:27][CH:28]=2)[N:25]([CH2:29][C:30]2[CH:35]=[CH:34][CH:33]=[C:32]([F:36])[CH:31]=2)[N:24]=[CH:23]4)=[N:16][CH:15]=[N:14]3)=O)C=CC=CC=1.C(OC([NH:44][C@@H:45]1[CH2:49][CH2:48][NH:47][CH2:46]1)=O)(C)(C)C. The catalyst is C(Cl)Cl. The product is [NH2:44][C@@H:45]1[CH2:49][CH2:48][N:47]([CH2:9][C:10]2[CH:11]=[CH:12][N:13]3[C:18]=2[C:17]([NH:19][C:20]2[CH:21]=[C:22]4[C:26](=[CH:27][CH:28]=2)[N:25]([CH2:29][C:30]2[CH:35]=[CH:34][CH:33]=[C:32]([F:36])[CH:31]=2)[N:24]=[CH:23]4)=[N:16][CH:15]=[N:14]3)[CH2:46]1. The yield is 0.140. (3) The reactants are [Cl:1][C:2]1[CH:7]=[CH:6][CH:5]=[C:4]([Cl:8])[C:3]=1[CH2:9][C:10]1[C:14]([C:15](OC)=[O:16])=[C:13]([CH:19]([CH3:21])[CH3:20])[O:12][N:11]=1.[H-].C([Al+]CC(C)C)C(C)C.C1(C)C=CC=CC=1.[OH-].[Na+]. The catalyst is O1CCCC1.O.CO. The yield is 0.990. The product is [Cl:1][C:2]1[CH:7]=[CH:6][CH:5]=[C:4]([Cl:8])[C:3]=1[CH2:9][C:10]1[C:14]([CH2:15][OH:16])=[C:13]([CH:19]([CH3:21])[CH3:20])[O:12][N:11]=1.